This data is from TCR-epitope binding with 47,182 pairs between 192 epitopes and 23,139 TCRs. The task is: Binary Classification. Given a T-cell receptor sequence (or CDR3 region) and an epitope sequence, predict whether binding occurs between them. (1) The epitope is KLPDDFTGCV. The TCR CDR3 sequence is CASSSEQGPSYYNEQFF. Result: 1 (the TCR binds to the epitope). (2) The TCR CDR3 sequence is CASSEKASGLGEQYF. The epitope is DRFYKTLRAEQASQEV. Result: 1 (the TCR binds to the epitope).